From a dataset of Catalyst prediction with 721,799 reactions and 888 catalyst types from USPTO. Predict which catalyst facilitates the given reaction. (1) Reactant: [Br:1][C:2]1[N:7]=[CH:6][C:5]([CH:8]=[O:9])=[CH:4][CH:3]=1.[CH2:10](O)[CH2:11][OH:12]. Product: [Br:1][C:2]1[CH:3]=[CH:4][C:5]([CH:8]2[O:12][CH2:11][CH2:10][O:9]2)=[CH:6][N:7]=1. The catalyst class is: 11. (2) Reactant: Cl[C:2]1[N:7]=[C:6]([O:8][CH:9]([C:14]2[CH:19]=[CH:18][CH:17]=[CH:16][CH:15]=2)[C:10]([F:13])([F:12])[F:11])[N:5]=[C:4]([NH2:20])[N:3]=1.B([C:24]1[CH:35]=[CH:34][C:27]([CH2:28][C@@H:29]([C:31]([OH:33])=[O:32])[NH2:30])=[CH:26][CH:25]=1)(O)O.C(#N)C.C(=O)([O-])[O-].[Na+].[Na+]. Product: [NH2:30][CH:29]([CH2:28][C:27]1[CH:34]=[CH:35][C:24]([C:2]2[N:3]=[C:4]([NH2:20])[N:5]=[C:6]([O:8][CH:9]([C:14]3[CH:19]=[CH:18][CH:17]=[CH:16][CH:15]=3)[C:10]([F:13])([F:12])[F:11])[N:7]=2)=[CH:25][CH:26]=1)[C:31]([OH:33])=[O:32]. The catalyst class is: 189.